The task is: Regression. Given two drug SMILES strings and cell line genomic features, predict the synergy score measuring deviation from expected non-interaction effect.. This data is from NCI-60 drug combinations with 297,098 pairs across 59 cell lines. (1) Drug 1: CS(=O)(=O)C1=CC(=C(C=C1)C(=O)NC2=CC(=C(C=C2)Cl)C3=CC=CC=N3)Cl. Drug 2: CN1C(=O)N2C=NC(=C2N=N1)C(=O)N. Cell line: EKVX. Synergy scores: CSS=3.37, Synergy_ZIP=0.0952, Synergy_Bliss=-3.44, Synergy_Loewe=-17.0, Synergy_HSA=-8.01. (2) Drug 1: CC1=C(C=C(C=C1)NC(=O)C2=CC=C(C=C2)CN3CCN(CC3)C)NC4=NC=CC(=N4)C5=CN=CC=C5. Drug 2: C#CCC(CC1=CN=C2C(=N1)C(=NC(=N2)N)N)C3=CC=C(C=C3)C(=O)NC(CCC(=O)O)C(=O)O. Cell line: SN12C. Synergy scores: CSS=10.6, Synergy_ZIP=2.45, Synergy_Bliss=-0.157, Synergy_Loewe=-20.1, Synergy_HSA=-7.42. (3) Drug 1: C1=NC2=C(N1)C(=S)N=CN2. Drug 2: B(C(CC(C)C)NC(=O)C(CC1=CC=CC=C1)NC(=O)C2=NC=CN=C2)(O)O. Cell line: SF-539. Synergy scores: CSS=32.9, Synergy_ZIP=-8.78, Synergy_Bliss=-10.2, Synergy_Loewe=-18.6, Synergy_HSA=-7.56. (4) Drug 1: CN1C(=O)N2C=NC(=C2N=N1)C(=O)N. Drug 2: CC1CCC2CC(C(=CC=CC=CC(CC(C(=O)C(C(C(=CC(C(=O)CC(OC(=O)C3CCCCN3C(=O)C(=O)C1(O2)O)C(C)CC4CCC(C(C4)OC)O)C)C)O)OC)C)C)C)OC. Cell line: CAKI-1. Synergy scores: CSS=12.3, Synergy_ZIP=-3.64, Synergy_Bliss=-2.14, Synergy_Loewe=-83.8, Synergy_HSA=-9.27. (5) Drug 1: C1CCC(C1)C(CC#N)N2C=C(C=N2)C3=C4C=CNC4=NC=N3. Drug 2: CC1=C2C(C(=O)C3(C(CC4C(C3C(C(C2(C)C)(CC1OC(=O)C(C(C5=CC=CC=C5)NC(=O)OC(C)(C)C)O)O)OC(=O)C6=CC=CC=C6)(CO4)OC(=O)C)OC)C)OC. Cell line: SNB-19. Synergy scores: CSS=46.9, Synergy_ZIP=5.69, Synergy_Bliss=8.13, Synergy_Loewe=-23.7, Synergy_HSA=6.45. (6) Drug 1: C1=CC(=CC=C1CCCC(=O)O)N(CCCl)CCCl. Drug 2: C1CCC(C(C1)N)N.C(=O)(C(=O)[O-])[O-].[Pt+4]. Cell line: NCIH23. Synergy scores: CSS=52.1, Synergy_ZIP=1.08, Synergy_Bliss=1.80, Synergy_Loewe=5.19, Synergy_HSA=6.30. (7) Drug 1: COC1=CC(=CC(=C1O)OC)C2C3C(COC3=O)C(C4=CC5=C(C=C24)OCO5)OC6C(C(C7C(O6)COC(O7)C8=CC=CS8)O)O. Drug 2: CS(=O)(=O)OCCCCOS(=O)(=O)C. Cell line: HL-60(TB). Synergy scores: CSS=88.0, Synergy_ZIP=11.8, Synergy_Bliss=11.4, Synergy_Loewe=6.58, Synergy_HSA=13.6.